This data is from Peptide-MHC class I binding affinity with 185,985 pairs from IEDB/IMGT. The task is: Regression. Given a peptide amino acid sequence and an MHC pseudo amino acid sequence, predict their binding affinity value. This is MHC class I binding data. (1) The peptide sequence is LLQAIGAAA. The MHC is HLA-B15:01 with pseudo-sequence HLA-B15:01. The binding affinity (normalized) is 0.213. (2) The peptide sequence is LLTEVETYV. The MHC is HLA-B18:01 with pseudo-sequence HLA-B18:01. The binding affinity (normalized) is 0.0847. (3) The peptide sequence is FLPSDFFPSV. The MHC is HLA-A02:07 with pseudo-sequence HLA-A02:07. The binding affinity (normalized) is 0.728. (4) The peptide sequence is HTAWDSHWV. The MHC is HLA-B07:02 with pseudo-sequence HLA-B07:02. The binding affinity (normalized) is 0.0847. (5) The peptide sequence is RADEEQQQA. The MHC is HLA-B57:01 with pseudo-sequence HLA-B57:01. The binding affinity (normalized) is 0. (6) The MHC is HLA-B45:06 with pseudo-sequence HLA-B45:06. The peptide sequence is LEEDIQHFL. The binding affinity (normalized) is 0.213. (7) The peptide sequence is FFRKLVLTNK. The MHC is HLA-A31:01 with pseudo-sequence HLA-A31:01. The binding affinity (normalized) is 0.511. (8) The peptide sequence is AIPYFYKGK. The MHC is HLA-A26:01 with pseudo-sequence HLA-A26:01. The binding affinity (normalized) is 0.0847. (9) The peptide sequence is FQLAAPSGF. The MHC is HLA-A02:06 with pseudo-sequence HLA-A02:06. The binding affinity (normalized) is 0.872. (10) The peptide sequence is TYVPSQERNF. The MHC is HLA-A30:02 with pseudo-sequence HLA-A30:02. The binding affinity (normalized) is 0.117.